From a dataset of Forward reaction prediction with 1.9M reactions from USPTO patents (1976-2016). Predict the product of the given reaction. (1) Given the reactants C(O[C:6](=O)[NH:7][CH:8]1[CH2:13][CH2:12][N:11]([C:14](=O)[CH2:15][N:16]([CH3:18])[CH3:17])[CH2:10][CH2:9]1)(C)(C)C.[H-].[Al+3].[Li+].[H-].[H-].[H-].O.[OH-].[Na+], predict the reaction product. The product is: [CH3:17][N:16]([CH3:18])[CH2:15][CH2:14][N:11]1[CH2:10][CH2:9][CH:8]([NH:7][CH3:6])[CH2:13][CH2:12]1. (2) Given the reactants C([O:5][C:6]([C:8]1[S:9][C:10]([C:13]2[CH:18]=[C:17]([CH3:19])[N+:16]([O-:20])=[N:15][CH:14]=2)=[CH:11][N:12]=1)=[O:7])(C)(C)C.[C:21]([OH:27])([C:23]([F:26])([F:25])[F:24])=[O:22], predict the reaction product. The product is: [F:24][C:23]([F:26])([F:25])[C:21]([OH:27])=[O:22].[C:6]([C:8]1[S:9][C:10]([C:13]2[CH:18]=[C:17]([CH3:19])[N+:16]([O-:20])=[N:15][CH:14]=2)=[CH:11][N:12]=1)([OH:7])=[O:5].